From a dataset of Forward reaction prediction with 1.9M reactions from USPTO patents (1976-2016). Predict the product of the given reaction. (1) Given the reactants [CH:1]([C:3]1[CH:8]=[CH:7][CH:6]=[C:5]([N+:9]([O-:11])=[O:10])[C:4]=1[O:12][CH2:13][C:14]([O:16][CH3:17])=[O:15])=O.[Cl-].[CH3:19][O:20][CH2:21][P+](C1C=CC=CC=1)(C1C=CC=CC=1)C1C=CC=CC=1.C(=O)([O-])[O-].[K+].[K+].C1OCCOCCOCCOCCOCCOC1, predict the reaction product. The product is: [CH3:17][O:16][C:14](=[O:15])[CH2:13][O:12][C:4]1[C:5]([N+:9]([O-:11])=[O:10])=[CH:6][CH:7]=[CH:8][C:3]=1[CH:1]=[CH:19][O:20][CH3:21]. (2) Given the reactants C(OC(=O)[NH:7][C:8]1[C:17]2[C:12](=[CH:13][CH:14]=[CH:15][CH:16]=2)[C:11]([O:18][C:19]2[CH:24]=[CH:23][N:22]=[C:21]([NH:25][C:26]3[CH:31]=[C:30]([C:32](=[O:43])[NH:33][CH2:34][CH2:35][N:36]4[CH2:41][CH2:40][N:39]([CH3:42])[CH2:38][CH2:37]4)[CH:29]=[C:28]([O:44][CH3:45])[CH:27]=3)[CH:20]=2)=[CH:10][CH:9]=1)(C)(C)C.C(O)(C(F)(F)F)=O, predict the reaction product. The product is: [NH2:7][C:8]1[C:17]2[C:12](=[CH:13][CH:14]=[CH:15][CH:16]=2)[C:11]([O:18][C:19]2[CH:24]=[CH:23][N:22]=[C:21]([NH:25][C:26]3[CH:31]=[C:30]([CH:29]=[C:28]([O:44][CH3:45])[CH:27]=3)[C:32]([NH:33][CH2:34][CH2:35][N:36]3[CH2:41][CH2:40][N:39]([CH3:42])[CH2:38][CH2:37]3)=[O:43])[CH:20]=2)=[CH:10][CH:9]=1.